From a dataset of Full USPTO retrosynthesis dataset with 1.9M reactions from patents (1976-2016). Predict the reactants needed to synthesize the given product. Given the product [C:22]1([CH3:34])[CH:27]=[C:26]([CH3:28])[CH:25]=[C:24]([CH3:29])[C:23]=1[S:30]([NH:1][C:2]1[CH:7]=[C:6]([F:8])[CH:5]=[CH:4][C:3]=1[C:9]1[C:10](=[O:15])[CH2:11][CH2:12][C:13]=1[CH3:14])(=[O:31])=[O:32], predict the reactants needed to synthesize it. The reactants are: [NH2:1][C:2]1[CH:7]=[C:6]([F:8])[CH:5]=[CH:4][C:3]=1[C:9]1[C:10](=[O:15])[CH2:11][CH2:12][C:13]=1[CH3:14].N1C=CC=CC=1.[C:22]1([CH3:34])[CH:27]=[C:26]([CH3:28])[CH:25]=[C:24]([CH3:29])[C:23]=1[S:30](Cl)(=[O:32])=[O:31].